Task: Predict the reactants needed to synthesize the given product.. Dataset: Full USPTO retrosynthesis dataset with 1.9M reactions from patents (1976-2016) (1) Given the product [CH3:1][C@@H:2]1[CH2:7][NH:6][CH2:5][C@H:4]([NH:8][C:9](=[O:15])[O:10][C:11]([CH3:14])([CH3:13])[CH3:12])[CH2:3]1, predict the reactants needed to synthesize it. The reactants are: [CH3:1][C:2]1[CH:3]=[C:4]([NH:8][C:9](=[O:15])[O:10][C:11]([CH3:14])([CH3:13])[CH3:12])[CH:5]=[N:6][CH:7]=1.CC(O)=O. (2) Given the product [C:1]([C:5]1[CH:10]=[CH:9][CH:8]=[CH:7][C:6]=1[S:11][CH2:15][C:13]([Cl:12])=[CH2:14])([CH3:4])([CH3:2])[CH3:3], predict the reactants needed to synthesize it. The reactants are: [C:1]([C:5]1[CH:10]=[CH:9][CH:8]=[CH:7][C:6]=1[SH:11])([CH3:4])([CH3:3])[CH3:2].[Cl:12][C:13]([CH2:15]Cl)=[CH2:14].C([O-])([O-])=O.[K+].[K+]. (3) Given the product [O:16]1[CH2:17][CH2:18][O:19][C:14]2[CH:13]=[C:12]([NH:10][C:11]3[N:8]4[C:3]([O:2][CH3:1])=[CH:4][CH:5]=[CH:6][C:7]4=[N:9][C:25]=3[C:24]3[C:23]([F:22])=[CH:30][C:29]([OH:31])=[CH:28][C:27]=3[F:32])[CH:21]=[CH:20][C:15]1=2, predict the reactants needed to synthesize it. The reactants are: [CH3:1][O:2][C:3]1[N:8]=[C:7]([NH2:9])[CH:6]=[CH:5][CH:4]=1.[N+:10]([C:12]1[CH:21]=[CH:20][C:15]2[O:16][CH2:17][CH2:18][O:19][C:14]=2[CH:13]=1)#[C-:11].[F:22][C:23]1[CH:30]=[C:29]([OH:31])[CH:28]=[C:27]([F:32])[C:24]=1[CH:25]=O. (4) Given the product [C:29]([N:26]1[CH2:27][CH2:28][CH:23]([C:16]2[N:15]=[C:14]([C:11]3[CH:12]=[CH:13][C:8]([O:1][C:2]4[CH:3]=[CH:4][CH:5]=[CH:6][CH:7]=4)=[CH:9][CH:10]=3)[C:19]([C:20]([NH2:22])=[O:21])=[CH:18][N:17]=2)[CH2:24][CH2:25]1)(=[O:32])[CH:30]=[CH2:31], predict the reactants needed to synthesize it. The reactants are: [O:1]([C:8]1[CH:13]=[CH:12][C:11]([C:14]2[C:19]([C:20]([NH2:22])=[O:21])=[CH:18][N:17]=[C:16]([CH:23]3[CH2:28][CH2:27][NH:26][CH2:25][CH2:24]3)[N:15]=2)=[CH:10][CH:9]=1)[C:2]1[CH:7]=[CH:6][CH:5]=[CH:4][CH:3]=1.[C:29](Cl)(=[O:32])[CH:30]=[CH2:31]. (5) Given the product [Cl:12][C:13]1[CH:4]=[C:1]([CH:3]=[CH:17][C:18]=1[Cl:19])[O:5][CH2:6][CH2:48][NH2:40], predict the reactants needed to synthesize it. The reactants are: [C:1]([O:5][C:6](=O)NCCO)([CH3:4])([CH3:3])C.[Cl:12][C:13]1[C:18]([Cl:19])=[CH:17]C=CC=1O.C1(P(C2C=CC=CC=2)C2C=CC=CC=2)C=CC=CC=1.[N:40]([C:48](OC(C)C)=O)=NC(OC(C)C)=O. (6) Given the product [Cl:1][C:2]1[CH:8]=[CH:7][C:5]([NH:6][C:22](=[O:24])[CH3:23])=[CH:4][C:3]=1[O:9][CH:10]([CH3:12])[CH3:11], predict the reactants needed to synthesize it. The reactants are: [Cl:1][C:2]1[CH:8]=[CH:7][C:5]([NH2:6])=[CH:4][C:3]=1[O:9][CH:10]([CH3:12])[CH3:11].CCN(C(C)C)C(C)C.[C:22](OC(=O)C)(=[O:24])[CH3:23].O. (7) Given the product [CH3:29][N:17]1[C:16]2[CH:20]=[C:12]([NH:11][C:9]([C:4]3[CH:5]=[CH:6][CH:7]=[CH:8][C:3]=3[C:2]([F:1])([F:25])[F:26])=[O:10])[CH:13]=[C:14]([C:21]([O:23][CH3:24])=[O:22])[C:15]=2[N:19]=[CH:18]1, predict the reactants needed to synthesize it. The reactants are: [F:1][C:2]([F:26])([F:25])[C:3]1[CH:8]=[CH:7][CH:6]=[CH:5][C:4]=1[C:9]([NH:11][C:12]1[CH:13]=[C:14]([C:21]([O:23][CH3:24])=[O:22])[C:15]2[N:19]=[CH:18][NH:17][C:16]=2[CH:20]=1)=[O:10].[H-].[Na+].[CH3:29]I.[Cl-].[NH4+]. (8) Given the product [CH:17]1([C:16]([O:15][CH2:13][CH3:14])=[O:31])[C:18]2([CH2:23][CH2:22][N:21]([C:24]([O:26][C:27]([CH3:30])([CH3:29])[CH3:28])=[O:25])[CH2:20][CH2:19]2)[CH2:7]1, predict the reactants needed to synthesize it. The reactants are: [I-].C[S+](C)(C)=O.[CH3:7]C([O-])(C)C.[K+].[CH2:13]([O:15][C:16](=[O:31])[CH:17]=[C:18]1[CH2:23][CH2:22][N:21]([C:24]([O:26][C:27]([CH3:30])([CH3:29])[CH3:28])=[O:25])[CH2:20][CH2:19]1)[CH3:14]. (9) Given the product [Cl:16][C:13]1[C:14](=[O:15])[C:9]([OH:8])=[CH:10][N:11]([CH3:17])[CH:12]=1, predict the reactants needed to synthesize it. The reactants are: C([O:8][C:9]1[C:14](=[O:15])[C:13]([Cl:16])=[CH:12][N:11]([CH3:17])[CH:10]=1)C1C=CC=CC=1. (10) Given the product [CH2:13]=[C:12]1[C:2]2=[N:3][CH:4]=[CH:5][CH:6]=[C:7]2[O:8][CH2:9][CH2:10][CH2:11]1, predict the reactants needed to synthesize it. The reactants are: Br[C:2]1[C:7]([O:8][CH2:9][CH2:10][CH2:11][CH:12]=[CH2:13])=[CH:6][CH:5]=[CH:4][N:3]=1.C1C=CC(P(C2C=CC=CC=2)C2C=CC=CC=2)=CC=1.CC([O-])=O.[K+].